Dataset: Reaction yield outcomes from USPTO patents with 853,638 reactions. Task: Predict the reaction yield, written as a fraction of the theoretical maximum amount of product (1.0 means a 100% yield; for example, 0.34 means a 34% yield). (1) The yield is 0.340. The reactants are [CH:1]1[C:10]2[C:5](=[CH:6][CH:7]=[CH:8][CH:9]=2)[CH:4]=[C:3]([C:11]([NH:13][C:14]2[NH:18][C:17]3[CH:19]=[CH:20][C:21]([O:26][CH3:27])=[C:22]([C:23]([OH:25])=O)[C:16]=3[N:15]=2)=[O:12])[N:2]=1.CN(C(ON1N=NC2C=CC=CC1=2)=[N+](C)C)C.F[P-](F)(F)(F)(F)F.CCN(C(C)C)C(C)C.S(O)(O)(=O)=O.[NH2:66][C:67]1[NH:68][CH:69]=[CH:70][N:71]=1. The product is [NH:68]1[CH:69]=[CH:70][N:71]=[C:67]1[NH:66][C:23]([C:22]1[C:16]2[NH:15][C:14]([NH:13][C:11]([C:3]3[N:2]=[CH:1][C:10]4[C:5]([CH:4]=3)=[CH:6][CH:7]=[CH:8][CH:9]=4)=[O:12])=[N:18][C:17]=2[CH:19]=[CH:20][C:21]=1[O:26][CH3:27])=[O:25]. The catalyst is CN(C=O)C.[Cl-].[Na+].O. (2) The catalyst is CN(C=O)C.O. The yield is 0.360. The reactants are [NH2:1][C:2]1[CH:3]=[C:4]([CH:20]=[CH:21][C:22]=1[S:23][CH3:24])[C:5]([NH:7][C:8]1[CH:13]=[CH:12][C:11]([C:14]2[CH:19]=[CH:18][CH:17]=[CH:16][CH:15]=2)=[CH:10][CH:9]=1)=[O:6].[N:25]1([CH2:31][C:32](O)=[O:33])[CH2:30][CH2:29][O:28][CH2:27][CH2:26]1.C1CN([P+](ON2N=NC3C=CC=CC2=3)(N2CCCC2)N2CCCC2)CC1.F[P-](F)(F)(F)(F)F.C(N(C(C)C)C(C)C)C. The product is [C:11]1([C:14]2[CH:19]=[CH:18][CH:17]=[CH:16][CH:15]=2)[CH:10]=[CH:9][C:8]([NH:7][C:5](=[O:6])[C:4]2[CH:20]=[CH:21][C:22]([S:23][CH3:24])=[C:2]([NH:1][C:32](=[O:33])[CH2:31][N:25]3[CH2:30][CH2:29][O:28][CH2:27][CH2:26]3)[CH:3]=2)=[CH:13][CH:12]=1. (3) The reactants are Cl.[CH3:2][O:3][C:4]1[CH:9]=[CH:8][CH:7]=[CH:6][C:5]=1[N:10]1[CH2:15][CH2:14][N:13]([CH:16]([CH3:29])[C:17]([C:19]2[CH:20]=[C:21]3[C:25](=[CH:26][CH:27]=2)[NH:24][C:23](=[O:28])[CH2:22]3)=[O:18])[CH2:12][CH2:11]1.[BH4-].[Na+].Cl. The catalyst is CO. The product is [OH:18][CH:17]([C:19]1[CH:20]=[C:21]2[C:25](=[CH:26][CH:27]=1)[NH:24][C:23](=[O:28])[CH2:22]2)[CH:16]([N:13]1[CH2:14][CH2:15][N:10]([C:5]2[CH:6]=[CH:7][CH:8]=[CH:9][C:4]=2[O:3][CH3:2])[CH2:11][CH2:12]1)[CH3:29]. The yield is 0.329. (4) The reactants are COC(=O)[O:4][C:5]1[CH:10]=[C:9]([N+:11]([O-:13])=[O:12])[C:8]([C:14]([CH3:17])([CH3:16])[CH3:15])=[CH:7][C:6]=1[C:18]([CH3:21])([CH3:20])[CH3:19].COC(=O)OC1C([N+]([O-])=O)=CC(C(C)(C)C)=CC=1C(C)(C)C.[OH-].[K+].Cl. The catalyst is CO. The product is [C:18]([C:6]1[CH:7]=[C:8]([C:14]([CH3:16])([CH3:15])[CH3:17])[C:9]([N+:11]([O-:13])=[O:12])=[CH:10][C:5]=1[OH:4])([CH3:19])([CH3:20])[CH3:21]. The yield is 0.290. (5) The reactants are [Cl:1][C:2]1[CH:7]=[C:6]([OH:8])[CH:5]=[CH:4][N:3]=1.C([O-])([O-])=O.[K+].[K+].[F:15][C:16]1[CH:21]=[C:20]([N+:22]([O-:24])=[O:23])[C:19]([F:25])=[CH:18][C:17]=1F.CC(OC)(C)C. The catalyst is CN(C=O)C. The product is [Cl:1][C:2]1[CH:7]=[C:6]([O:8][C:17]2[CH:18]=[C:19]([F:25])[C:20]([N+:22]([O-:24])=[O:23])=[CH:21][C:16]=2[F:15])[CH:5]=[CH:4][N:3]=1. The yield is 0.745. (6) The reactants are [F:1][C:2]([F:13])([F:12])[C:3]1[CH:8]=[CH:7][C:6](B(O)O)=[CH:5][CH:4]=1.COC1C=CC([N:22]2[CH:26]=[CH:25][CH:24]=[N:23]2)=CC=1. No catalyst specified. The product is [F:1][C:2]([F:13])([F:12])[C:3]1[CH:8]=[CH:7][C:6]([N:22]2[CH:26]=[CH:25][CH:24]=[N:23]2)=[CH:5][CH:4]=1. The yield is 0.410. (7) The reactants are [Br:1][C:2]1[C:3]2[N:10]([CH2:11][CH3:12])[C:9]([CH2:13][C:14]#[N:15])=[N:8][C:4]=2[CH:5]=[N:6][CH:7]=1.[N:16]([O-:18])=O.[Na+].[OH-].[Na+].[NH2:22]O. The catalyst is CO. The product is [Br:1][C:2]1[C:3]2[N:10]([CH2:11][CH3:12])[C:9]([CH:13]3[NH:16][O:18][NH:15][CH:14]3[NH2:22])=[N:8][C:4]=2[CH:5]=[N:6][CH:7]=1. The yield is 0.670. (8) The reactants are [CH:1]([N:4]1[C:8]([C:9]2[S:10][C:11]3[CH2:12][CH2:13][O:14][C:15]4[CH:22]=[C:21]([C:23]5[CH:24]=[C:25]([CH2:29][C:30](O)=[O:31])[CH:26]=[CH:27][CH:28]=5)[CH:20]=[CH:19][C:16]=4[C:17]=3[N:18]=2)=[N:7][CH:6]=[N:5]1)([CH3:3])[CH3:2].CC[N:35](C(C)C)C(C)C.[Cl-].[NH4+].CN(C(ON1N=NC2C=CC=NC1=2)=[N+](C)C)C.F[P-](F)(F)(F)(F)F. The catalyst is CN(C=O)C.O. The product is [CH:1]([N:4]1[C:8]([C:9]2[S:10][C:11]3[CH2:12][CH2:13][O:14][C:15]4[CH:22]=[C:21]([C:23]5[CH:24]=[C:25]([CH2:29][C:30]([NH2:35])=[O:31])[CH:26]=[CH:27][CH:28]=5)[CH:20]=[CH:19][C:16]=4[C:17]=3[N:18]=2)=[N:7][CH:6]=[N:5]1)([CH3:2])[CH3:3]. The yield is 0.560.